From a dataset of Peptide-MHC class II binding affinity with 134,281 pairs from IEDB. Regression. Given a peptide amino acid sequence and an MHC pseudo amino acid sequence, predict their binding affinity value. This is MHC class II binding data. (1) The peptide sequence is AGKVAATAANAAPAN. The MHC is DRB1_0401 with pseudo-sequence DRB1_0401. The binding affinity (normalized) is 0.354. (2) The binding affinity (normalized) is 0.404. The peptide sequence is TKLDSEIKSWLAFAA. The MHC is DRB1_1302 with pseudo-sequence DRB1_1302. (3) The peptide sequence is DVTITAPGDSPNTDG. The MHC is DRB1_0901 with pseudo-sequence DRB1_0901. The binding affinity (normalized) is 0. (4) The peptide sequence is GELQIVDKGDAAFKI. The MHC is DRB1_1101 with pseudo-sequence DRB1_1101. The binding affinity (normalized) is 0.637. (5) The binding affinity (normalized) is 0. The peptide sequence is IHHQHVQDCDESVLT. The MHC is DRB1_1101 with pseudo-sequence DRB1_1101. (6) The peptide sequence is ERLAVMGDTAWDFSS. The MHC is DRB5_0101 with pseudo-sequence DRB5_0101. The binding affinity (normalized) is 0.